Dataset: Reaction yield outcomes from USPTO patents with 853,638 reactions. Task: Predict the reaction yield, written as a fraction of the theoretical maximum amount of product (1.0 means a 100% yield; for example, 0.34 means a 34% yield). (1) The reactants are [OH-].[K+].[F:3][C:4]1[CH:13]=[CH:12][C:7]2[N:8]=C(N)[S:10][C:6]=2[CH:5]=1.[K]. The catalyst is O. The product is [NH2:8][C:7]1[CH:12]=[CH:13][C:4]([F:3])=[CH:5][C:6]=1[SH:10]. The yield is 0.997. (2) The reactants are [CH3:1][NH:2][CH2:3][CH2:4][CH2:5][CH2:6][OH:7].[F:8][C:9]([F:16])([F:15])[C:10](OCC)=[O:11]. The catalyst is CO. The product is [CH3:1][N:2]([CH2:3][CH2:4][CH2:5][CH2:6][OH:7])[C:10](=[O:11])[C:9]([F:16])([F:15])[F:8]. The yield is 0.960.